This data is from Reaction yield outcomes from USPTO patents with 853,638 reactions. The task is: Predict the reaction yield, written as a fraction of the theoretical maximum amount of product (1.0 means a 100% yield; for example, 0.34 means a 34% yield). (1) The catalyst is CO. The yield is 0.610. The reactants are [F:1][C:2]1[CH:3]=[C:4]([CH:8]=[CH:9][C:10]([NH:12][C@H:13]([C:23]([O:25]C)=[O:24])[CH2:14][C:15]2[CH:20]=[CH:19][C:18]([O:21][CH3:22])=[CH:17][CH:16]=2)=[O:11])[CH:5]=[CH:6][CH:7]=1.[OH-].[Na+]. The product is [F:1][C:2]1[CH:3]=[C:4]([CH:8]=[CH:9][C:10]([NH:12][C@H:13]([C:23]([OH:25])=[O:24])[CH2:14][C:15]2[CH:16]=[CH:17][C:18]([O:21][CH3:22])=[CH:19][CH:20]=2)=[O:11])[CH:5]=[CH:6][CH:7]=1. (2) The reactants are C(OC([N:11]1[CH2:15][CH:14]2[CH2:16][CH:17]([CH2:19][O:20][C:21]3[CH:30]=[C:29]4[C:24]([C:25]([O:31][C:32]5[CH:37]=[CH:36][C:35]([NH:38][C:39]([NH:41][C:42](=[O:50])[CH2:43][C:44]6[CH:49]=[CH:48][CH:47]=[CH:46][CH:45]=6)=[S:40])=[CH:34][C:33]=5[F:51])=[N:26][CH:27]=[N:28]4)=[CH:23][C:22]=3[O:52][CH3:53])[CH2:18][CH:13]2[CH2:12]1)=O)C1C=CC=CC=1.[BrH:54]. The catalyst is CC(O)=O.CCOCC. The product is [BrH:54].[BrH:54].[F:51][C:33]1[CH:34]=[C:35]([NH:38][C:39]([NH:41][C:42](=[O:50])[CH2:43][C:44]2[CH:45]=[CH:46][CH:47]=[CH:48][CH:49]=2)=[S:40])[CH:36]=[CH:37][C:32]=1[O:31][C:25]1[C:24]2[C:29](=[CH:30][C:21]([O:20][CH2:19][CH:17]3[CH2:18][CH:13]4[CH2:12][NH:11][CH2:15][CH:14]4[CH2:16]3)=[C:22]([O:52][CH3:53])[CH:23]=2)[N:28]=[CH:27][N:26]=1. The yield is 1.00. (3) The reactants are FC(F)(F)C([O-])=O.FC(F)(F)C([O-])=O.FC(F)(F)C([O-])=O.[Tl+3].COC([C:27]1[C:35]2[C:30](=[CH:31][CH:32]=[C:33]([F:36])[CH:34]=2)[NH:29][CH:28]=1)=O.[I-:37].[K+].ClCCl. The catalyst is C(O)(C(F)(F)F)=O.O.CO. The product is [F:36][C:33]1[C:34]([I:37])=[C:35]2[C:30](=[CH:31][CH:32]=1)[NH:29][CH:28]=[CH:27]2. The yield is 0.390.